Dataset: Catalyst prediction with 721,799 reactions and 888 catalyst types from USPTO. Task: Predict which catalyst facilitates the given reaction. (1) Reactant: [NH:1]1[CH:5]=[C:4]([C:6]([O:8][CH2:9][CH3:10])=[O:7])[CH:3]=[N:2]1.CN(C=O)C.C([O-])([O-])=O.[K+].[K+].Br[CH2:23][CH2:24][O:25][CH3:26]. Product: [CH3:26][O:25][CH2:24][CH2:23][N:1]1[CH:5]=[C:4]([C:6]([O:8][CH2:9][CH3:10])=[O:7])[CH:3]=[N:2]1. The catalyst class is: 6. (2) Product: [S:35]([C:29]1[CH:34]=[CH:33][CH:32]=[CH:31][CH:30]=1)([OH:38])(=[O:37])=[O:36].[S:35]([C:29]1[CH:34]=[CH:33][CH:32]=[CH:31][CH:30]=1)([OH:38])(=[O:37])=[O:36].[Cl:1][C:2]1[CH:28]=[CH:27][C:5]2[N:6]3[C:10]([CH2:11][N:12]([CH3:14])[CH2:13][C:4]=2[CH:3]=1)=[N:9][N:8]=[C:7]3[CH:15]1[CH2:16][CH2:17][N:18]([C:21]2[CH:26]=[CH:25][CH:24]=[CH:23][N:22]=2)[CH2:19][CH2:20]1. The catalyst class is: 24. Reactant: [Cl:1][C:2]1[CH:28]=[CH:27][C:5]2[N:6]3[C:10]([CH2:11][N:12]([CH3:14])[CH2:13][C:4]=2[CH:3]=1)=[N:9][N:8]=[C:7]3[CH:15]1[CH2:20][CH2:19][N:18]([C:21]2[CH:26]=[CH:25][CH:24]=[CH:23][N:22]=2)[CH2:17][CH2:16]1.[C:29]1([S:35]([OH:38])(=[O:37])=[O:36])[CH:34]=[CH:33][CH:32]=[CH:31][CH:30]=1. (3) Reactant: [C:1]([C:4]1[CH:12]=[CH:11][C:7]([C:8]([OH:10])=[O:9])=[CH:6][CH:5]=1)(=[O:3])[CH3:2].[Cl:13][C:14]1[CH:15]=[C:16]([CH:19]=[CH:20][C:21]=1[Cl:22])[CH:17]=O.[OH-].[Na+]. Product: [Cl:13][C:14]1[CH:15]=[C:16]([CH:17]=[CH:2][C:1]([C:4]2[CH:12]=[CH:11][C:7]([C:8]([OH:10])=[O:9])=[CH:6][CH:5]=2)=[O:3])[CH:19]=[CH:20][C:21]=1[Cl:22]. The catalyst class is: 5. (4) Reactant: [ClH:1].[OH:2][CH2:3][CH2:4][O:5][CH2:6][CH2:7][O:8][CH2:9][CH2:10][NH:11][C:12]([C:14]1[CH:15]=[C:16]([C:20]2[C:25]([CH3:26])=[CH:24][CH:23]=[C:22]([CH2:27][C@H:28]([NH:43][C:44]([C@H:46]3[CH2:51][CH2:50][C@H:49]([CH2:52][NH:53]C(=O)OC(C)(C)C)[CH2:48][CH2:47]3)=[O:45])[C:29](=[O:42])[NH:30][C:31]3[CH:36]=[CH:35][C:34]([C:37]4[NH:41][N:40]=[N:39][N:38]=4)=[CH:33][CH:32]=3)[CH:21]=2)[CH:17]=[CH:18][CH:19]=1)=[O:13].C(#N)C. Product: [ClH:1].[NH2:53][CH2:52][C@H:49]1[CH2:50][CH2:51][C@H:46]([C:44]([NH:43][C@H:28]([C:29](=[O:42])[NH:30][C:31]2[CH:36]=[CH:35][C:34]([C:37]3[NH:41][N:40]=[N:39][N:38]=3)=[CH:33][CH:32]=2)[CH2:27][C:22]2[CH:23]=[CH:24][C:25]([CH3:26])=[C:20]([C:16]3[CH:17]=[CH:18][CH:19]=[C:14]([C:12]([NH:11][CH2:10][CH2:9][O:8][CH2:7][CH2:6][O:5][CH2:4][CH2:3][OH:2])=[O:13])[CH:15]=3)[CH:21]=2)=[O:45])[CH2:47][CH2:48]1. The catalyst class is: 12.